This data is from Experimentally validated miRNA-target interactions with 360,000+ pairs, plus equal number of negative samples. The task is: Binary Classification. Given a miRNA mature sequence and a target amino acid sequence, predict their likelihood of interaction. (1) The miRNA is hsa-miR-301b-5p with sequence GCUCUGACGAGGUUGCACUACU. The protein sequence of the target gene is MTPVSSHGLAESIFDLDYASWKIRSTLAVAGFVFYLGVFVVCHQLSSSLNATYRSLAAKEKVFWNLAATRAVFGVQSTTAGLWALLGDPVLYADKALGQQNWCWFHITTATGFFFFENVAVHLSNLFFRTFDLFLVVHHLFAFLGFLGSAINLRAGHYLAMTTLLLEMSTPFTCISWMLLKAGWSDSLFWKANQWLMIHMFHCRMILTYHMWWVCFCHWDALTSSLHLPHWALFLFGLALLTAVINPYWTHKKTQQLLHPVDWNFAQEEAKGSRQERTNGQVPRKKRL. Result: 0 (no interaction). (2) The miRNA is hsa-miR-4502 with sequence GCUGAUGAUGAUGGUGCUGAAG. The protein sequence of the target gene is MSGEPELIELRELAPAGRAGKGRTRLERANALRIARGTACNPTRQLVPGRGHRFQPAGPATHTWCDLCGDFIWGVVRKGLQCARLSADCKFTCHYRCRALVCLDCCGPRDLGWEPAVERDTNVDEPVEWETPDLSQAEIEQKIKEYNAQINSNLFMSLNKDGSYTGFIKVQLKLVRPVSVPSSKKPPSLQDARRGPGRGTSVRRRTSFYLPKDAVKHLHVLSRTRAREVIEALLRKFLVVDDPRKFALFERAERHGQVYLRKLLDDEQPLRLRLLAGPSDKALSFVLKENDSGEVNWDAF.... Result: 0 (no interaction). (3) The miRNA is hsa-miR-653-3p with sequence UUCACUGGAGUUUGUUUCAAUA. The protein sequence of the target gene is MDSFDPQQLGLSPARFAGTFGSGAASVSCSRLRQVQSVLTQSSKSQPDGILCILGIDSRYNEGCRELANYLLFGLYSQNATDFEKTGFSEEILDDVILLIKSDSVHLYCNPVNYRYLLPYVAHWRNLHFHCMTENEYEDEEAAEEFKISSFVDMVRDCSRIGIPYSSQGHLQIFDMFVVEKWPIVQAFALEGIGGDGFFTMKYELQDVSLSLWNVYSRMDPASLENMLSEDLAVFEHQWTSFFANFDTEIPFLLELSESQAGEPFRSYFGHGMLSSHITENSPHRQPFVLFGNHSTRDNL.... Result: 0 (no interaction). (4) The miRNA is hsa-miR-7108-3p with sequence ACCCGCCCGUCUCCCCACAG. The protein sequence of the target gene is MAEDLGLSFGETASVEMLPEHGSCRPKARSSSARWALTCCLVLLPFLAGLTTYLLVSQLRAQGEACVQFQALKGQEFAPSHQQVYAPLRADGDKPRAHLTVVRQTPTQHFKNQFPALHWEHELGLAFTKNRMNYTNKFLLIPESGDYFIYSQVTFRGMTSECSEIRQAGRPNKPDSITVVITKVTDSYPEPTQLLMGTKSVCEVGSNWFQPIYLGAMFSLQEGDKLMVNVSDISLVDYTKEDKTFFGAFLL. Result: 0 (no interaction).